Predict which catalyst facilitates the given reaction. From a dataset of Catalyst prediction with 721,799 reactions and 888 catalyst types from USPTO. (1) Reactant: [Si:1]([O:8][C@H:9]1[CH2:33][C@@H:32]2[C@:19]([CH3:36])([CH2:20][CH2:21][C@H:22]3[C@H:31]2[CH2:30][CH:29]=[C:28]2[C@:23]3([CH3:35])[CH2:24][CH2:25][C@H:26]([OH:34])[CH2:27]2)[C@H:10]1[C@H:11]([CH3:18])[CH2:12][CH2:13][CH2:14][CH:15]([CH3:17])[CH3:16])([C:4]([CH3:7])([CH3:6])[CH3:5])([CH3:3])[CH3:2].CN1CCCCC1=O.O. Product: [Si:1]([O:8][C@H:9]1[CH2:33][C@@H:32]2[C@:19]([CH3:36])([CH2:20][CH2:21][C@H:22]3[C@H:31]2[CH2:30][CH2:29][C:28]2[C@:23]3([CH3:35])[CH2:24][CH2:25][C:26](=[O:34])[CH:27]=2)[C@H:10]1[C@H:11]([CH3:18])[CH2:12][CH2:13][CH2:14][CH:15]([CH3:17])[CH3:16])([C:4]([CH3:5])([CH3:6])[CH3:7])([CH3:2])[CH3:3]. The catalyst class is: 11. (2) Reactant: [F:1][C:2]1[CH:7]=[CH:6][C:5]([F:8])=[CH:4][C:3]=1[C:9]1[CH2:13][N:12]([C:14](OC(C)(C)C)=[O:15])[C@:11]([CH3:27])([C:21]2[CH:26]=[CH:25][CH:24]=[CH:23][CH:22]=2)[CH:10]=1.O[C@@H]1[CH2:33][N:32](C(OC(C)(C)C)=O)[C@:31](C)(C2C=CC=CC=2)C1.FC(F)(F)C(O)=O.C(N(CC)CC)C.CN(C)C(Cl)=O. Product: [F:1][C:2]1[CH:7]=[CH:6][C:5]([F:8])=[CH:4][C:3]=1[C:9]1[CH2:13][N:12]([C:14]([N:32]([CH3:33])[CH3:31])=[O:15])[C@:11]([CH3:27])([C:21]2[CH:26]=[CH:25][CH:24]=[CH:23][CH:22]=2)[CH:10]=1. The catalyst class is: 4. (3) Reactant: [C:1]([NH:4][C@@H:5]([C@H:14]([C@@H:16]([C@@H:18]([CH2:20][NH2:21])[OH:19])[OH:17])[OH:15])[C@@H:6]([OH:13])[CH2:7][C:8](=[O:12])[C:9]([OH:11])=[O:10])(=[O:3])[CH3:2].C([O-])(O)=O.[Na+].[C:27](O)(=[O:33])[CH2:28][CH2:29][C:30]([CH3:32])=[O:31]. Product: [C:1]([NH:4][C@@H:5]([C@H:14]([C@@H:16]([C@@H:18]([CH2:20][NH:21][C:27](=[O:33])[CH2:28][CH2:29][C:30](=[O:31])[CH3:32])[OH:19])[OH:17])[OH:15])[C@@H:6]([OH:13])[CH2:7][C:8](=[O:12])[C:9]([OH:11])=[O:10])(=[O:3])[CH3:2]. The catalyst class is: 127.